From a dataset of Forward reaction prediction with 1.9M reactions from USPTO patents (1976-2016). Predict the product of the given reaction. Given the reactants [H-].[Na+].[Cl-].C1([P+](C2C=CC=CC=2)(C2C=CC=CC=2)[CH2:11][C:12]2[CH:13]=[N:14][CH:15]=[CH:16][CH:17]=2)C=CC=CC=1.[C:30]1(=[O:42])[C:39]2[C:34](=[CH:35][CH:36]=[CH:37][CH:38]=2)[C:33]([CH:40]=O)=[N:32][NH:31]1, predict the reaction product. The product is: [N:14]1[CH:15]=[CH:16][CH:17]=[C:12](/[CH:11]=[CH:40]\[C:33]2[C:34]3[C:39](=[CH:38][CH:37]=[CH:36][CH:35]=3)[C:30](=[O:42])[NH:31][N:32]=2)[CH:13]=1.